Dataset: Reaction yield outcomes from USPTO patents with 853,638 reactions. Task: Predict the reaction yield, written as a fraction of the theoretical maximum amount of product (1.0 means a 100% yield; for example, 0.34 means a 34% yield). (1) The product is [CH3:8][C:6]1[CH:7]=[C:2]([N:18]2[N:19]=[CH:20][CH:21]=[N:17]2)[C:3]([C:9]#[N:10])=[N:4][CH:5]=1.[CH3:8][C:6]1[CH:7]=[C:2]([N:17]2[CH:21]=[CH:20][N:19]=[N:18]2)[C:3]([C:9]#[N:10])=[N:4][CH:5]=1. The yield is 0.350. The catalyst is CN(C=O)C. The reactants are Br[C:2]1[C:3]([C:9]#[N:10])=[N:4][CH:5]=[C:6]([CH3:8])[CH:7]=1.C([O-])([O-])=O.[K+].[K+].[N:17]1[NH:18][N:19]=[CH:20][CH:21]=1. (2) The reactants are C[O:2][C:3]([C@H:5]1[CH2:9][C@@H:8]([NH:10][C:11]([O:13][C:14]([CH3:17])([CH3:16])[CH3:15])=[O:12])[C@@H:7]([OH:18])[CH2:6]1)=[O:4].N1C=CN=C1.[CH3:24][C:25]([Si:28](Cl)([CH3:30])[CH3:29])([CH3:27])[CH3:26].Cl. The catalyst is C(Cl)Cl.CN(C1C=CN=CC=1)C.C(O)(C)C.[OH-].[Na+].C(Cl)(Cl)Cl. The product is [C:11]([NH:10][C@@H:8]1[CH2:9][C@H:5]([C:3]([OH:2])=[O:4])[CH2:6][C@@H:7]1[O:18][Si:28]([C:25]([CH3:27])([CH3:26])[CH3:24])([CH3:30])[CH3:29])([O:13][C:14]([CH3:17])([CH3:16])[CH3:15])=[O:12]. The yield is 0.871. (3) The reactants are [CH2:1]([O:8][C:9]1[C:13]([C:14](OCC)=[O:15])=[CH:12][N:11]([C:19]2[CH:24]=[CH:23][CH:22]=[CH:21][CH:20]=2)[N:10]=1)[C:2]1[CH:7]=[CH:6][CH:5]=[CH:4][CH:3]=1.[H-].[Li+].[Al+3].[H-].[H-].[H-].O.O.O.O.O.O.O.O.O.O.[O-]S([O-])(=O)=O.[Na+].[Na+]. The catalyst is O1CCCC1. The product is [CH2:1]([O:8][C:9]1[C:13]([CH2:14][OH:15])=[CH:12][N:11]([C:19]2[CH:24]=[CH:23][CH:22]=[CH:21][CH:20]=2)[N:10]=1)[C:2]1[CH:3]=[CH:4][CH:5]=[CH:6][CH:7]=1. The yield is 0.840. (4) The reactants are [Br:1][C:2]1[C:3]([C:13]2[CH:18]=[CH:17][CH:16]=[CH:15][CH:14]=2)=[CH:4][C:5]2[NH:10][C:9](=[O:11])[CH2:8][O:7][C:6]=2[N:12]=1.I[CH2:20][CH3:21].C(=O)([O-])[O-].[K+].[K+]. The catalyst is CN(C)C=O.C(=O)(O)[O-].[Na+]. The product is [Br:1][C:2]1[C:3]([C:13]2[CH:18]=[CH:17][CH:16]=[CH:15][CH:14]=2)=[CH:4][C:5]2[N:10]([CH2:20][CH3:21])[C:9](=[O:11])[CH2:8][O:7][C:6]=2[N:12]=1. The yield is 0.488. (5) The reactants are [I:1]I.[NH:3]1[C:7]2=[N:8][CH:9]=[CH:10][C:11]([N:12]3[CH2:17][CH2:16][N:15]([C:18]([O:20][C:21]([CH3:24])([CH3:23])[CH3:22])=[O:19])[CH2:14][CH2:13]3)=[C:6]2[CH:5]=[N:4]1.[OH-].[K+].[O-]S([O-])=O.[Na+].[Na+]. The catalyst is CN(C=O)C.CCOCC. The product is [I:1][C:5]1[C:6]2[C:7](=[N:8][CH:9]=[CH:10][C:11]=2[N:12]2[CH2:17][CH2:16][N:15]([C:18]([O:20][C:21]([CH3:24])([CH3:23])[CH3:22])=[O:19])[CH2:14][CH2:13]2)[NH:3][N:4]=1. The yield is 0.580. (6) The reactants are [F:1][C:2]([F:24])([F:23])[C:3]1[CH:22]=[CH:21][C:6]([CH:7]=[C:8]2[CH2:13][CH2:12][N:11]([C:14]([O:16][C:17]([CH3:20])([CH3:19])[CH3:18])=[O:15])[CH2:10][CH2:9]2)=[CH:5][CH:4]=1. The catalyst is CO.[Pd]. The product is [F:24][C:2]([F:1])([F:23])[C:3]1[CH:22]=[CH:21][C:6]([CH2:7][CH:8]2[CH2:9][CH2:10][N:11]([C:14]([O:16][C:17]([CH3:18])([CH3:19])[CH3:20])=[O:15])[CH2:12][CH2:13]2)=[CH:5][CH:4]=1. The yield is 0.840. (7) The reactants are [F:1][C:2]([F:14])([F:13])[C:3]1([C:10]([OH:12])=[O:11])[CH2:8][CH:7]2[CH2:9][CH:4]1[CH:5]=[CH:6]2. The catalyst is C1(C)C=CC=CC=1.[Pd]. The product is [F:1][C:2]([F:13])([F:14])[C:3]1([C:10]([OH:12])=[O:11])[CH2:8][CH:7]2[CH2:9][CH:4]1[CH2:5][CH2:6]2. The yield is 0.320. (8) The reactants are [CH2:1]([O:8][C:9]1[CH:14]=[CH:13][C:12]([C:15]2[NH:16][CH:17]=[C:18]([C:20](OC)=[O:21])[N:19]=2)=[C:11]([F:24])[CH:10]=1)[C:2]1[CH:7]=[CH:6][CH:5]=[CH:4][CH:3]=1.[H-].[Al+3].[Li+].[H-].[H-].[H-].[Cl-].[NH4+].C(OCC)(=O)C. The catalyst is O1CCCC1. The product is [CH2:1]([O:8][C:9]1[CH:14]=[CH:13][C:12]([C:15]2[NH:16][CH:17]=[C:18]([CH2:20][OH:21])[N:19]=2)=[C:11]([F:24])[CH:10]=1)[C:2]1[CH:3]=[CH:4][CH:5]=[CH:6][CH:7]=1. The yield is 0.840.